Dataset: Peptide-MHC class I binding affinity with 185,985 pairs from IEDB/IMGT. Task: Regression. Given a peptide amino acid sequence and an MHC pseudo amino acid sequence, predict their binding affinity value. This is MHC class I binding data. (1) The peptide sequence is VAYRPISA. The MHC is H-2-Dd with pseudo-sequence H-2-Dd. The binding affinity (normalized) is 0. (2) The peptide sequence is IFSPENKAFK. The MHC is HLA-A68:01 with pseudo-sequence HLA-A68:01. The binding affinity (normalized) is 0.518. (3) The peptide sequence is LPPIIQRLHGL. The MHC is Mamu-A01 with pseudo-sequence Mamu-A01. The binding affinity (normalized) is 0.250. (4) The peptide sequence is LSFASLFLP. The MHC is HLA-A24:02 with pseudo-sequence HLA-A24:02. The binding affinity (normalized) is 0.139. (5) The peptide sequence is KAGQYVTIW. The MHC is HLA-A24:02 with pseudo-sequence HLA-A24:02. The binding affinity (normalized) is 0. (6) The peptide sequence is GTTSLFLHL. The MHC is HLA-A02:02 with pseudo-sequence HLA-A02:02. The binding affinity (normalized) is 0.626. (7) The binding affinity (normalized) is 0.0847. The peptide sequence is DETFVHSGF. The MHC is HLA-A68:02 with pseudo-sequence HLA-A68:02.